From a dataset of NCI-60 drug combinations with 297,098 pairs across 59 cell lines. Regression. Given two drug SMILES strings and cell line genomic features, predict the synergy score measuring deviation from expected non-interaction effect. Drug 1: CCCCCOC(=O)NC1=NC(=O)N(C=C1F)C2C(C(C(O2)C)O)O. Drug 2: C1CN(CCN1C(=O)CCBr)C(=O)CCBr. Cell line: HCT116. Synergy scores: CSS=44.3, Synergy_ZIP=-3.33, Synergy_Bliss=0.676, Synergy_Loewe=1.91, Synergy_HSA=4.59.